This data is from Catalyst prediction with 721,799 reactions and 888 catalyst types from USPTO. The task is: Predict which catalyst facilitates the given reaction. (1) Reactant: [CH3:1][C:2]1[CH:7]=[C:6]([NH2:8])[CH:5]=[CH:4][N:3]=1.C([O:11][C:12](=[O:17])[CH2:13][N:14]=[C:15]=[O:16])C. Product: [CH3:1][C:2]1[CH:7]=[C:6]([NH:8][C:15](=[O:16])[NH:14][CH2:13][C:12]([OH:17])=[O:11])[CH:5]=[CH:4][N:3]=1. The catalyst class is: 1. (2) Reactant: N1(C2C=CC(NC3C4N(C=CN=4)C(C4C=CNC(=O)C=4)=CN=3)=CC=2)CCOCC1.[CH2:30]([N:32]([CH2:55][CH3:56])[CH2:33][CH2:34][NH:35][C:36]([C:38]1[CH:43]=[CH:42][C:41]([NH:44][C:45]2[C:46]3[N:47]([CH:52]=[CH:53][N:54]=3)[C:48](Br)=[CH:49][N:50]=2)=[CH:40][N:39]=1)=[O:37])[CH3:31].CC1(C)C(C)(C)OB([C:65]2[CH:66]=[N:67][NH:68][CH:69]=2)O1.CC([O-])(C)C.[Na+]. Product: [CH2:30]([N:32]([CH2:55][CH3:56])[CH2:33][CH2:34][NH:35][C:36]([C:38]1[CH:43]=[CH:42][C:41]([NH:44][C:45]2[C:46]3[N:47]([CH:52]=[CH:53][N:54]=3)[C:48]([C:65]3[CH:66]=[N:67][NH:68][CH:69]=3)=[CH:49][N:50]=2)=[CH:40][N:39]=1)=[O:37])[CH3:31]. The catalyst class is: 339. (3) Reactant: [CH:1]1[C:7]([NH2:8])=[N:6][C:4](=[O:5])[N:3]([C@@H:9]2[O:13][C@H:12]([CH2:14][OH:15])[C@@H:11]([OH:16])[C:10]2([F:18])[F:17])[CH:2]=1.Cl.Cl[Si](C)(C)C.Cl[C:26]([O:28][CH2:29][CH:30]=[CH2:31])=[O:27].CCO. Product: [CH2:29]([O:28][C:26]([NH:8][C:7]1[CH:1]=[CH:2][N:3]([C@H:9]2[C:10]([F:17])([F:18])[C@H:11]([OH:16])[C@@H:12]([CH2:14][OH:15])[O:13]2)[C:4](=[O:5])[N:6]=1)=[O:27])[CH:30]=[CH2:31]. The catalyst class is: 228. (4) Reactant: [O:1]=[C:2]1[CH2:6][O:5][C:4]([NH:7][CH2:8][CH2:9][C:10]2[CH:15]=[CH:14][CH:13]=[CH:12][CH:11]=2)=[C:3]1[C:16]([O:18][CH2:19][CH3:20])=[O:17].[NH:21]1[C:29]2[C:24](=[CH:25][CH:26]=[CH:27][N:28]=2)[C:23]([CH:30]=O)=[CH:22]1.[ClH:32]. Product: [ClH:32].[NH:21]1[C:29]2=[N:28][CH:27]=[CH:26][CH:25]=[C:24]2[C:23]([CH:30]=[C:6]2[O:5][C:4]([NH:7][CH2:8][CH2:9][C:10]3[CH:11]=[CH:12][CH:13]=[CH:14][CH:15]=3)=[C:3]([C:16]([O:18][CH2:19][CH3:20])=[O:17])[C:2]2=[O:1])=[CH:22]1. The catalyst class is: 8. (5) Reactant: C[Si]([CH:5]=[N+:6]=[N-:7])(C)C.CCCCCCC.C([Li])CCC.[C:20]1([C:38]2[CH:43]=[CH:42][CH:41]=[CH:40][CH:39]=2)[CH:25]=[CH:24][C:23]([NH:26][C:27]2[CH:32]=[N:31][CH:30]=[C:29]3[S:33][C:34]([C:36]#[N:37])=[CH:35][C:28]=23)=[CH:22][CH:21]=1. Product: [C:20]1([C:38]2[CH:39]=[CH:40][CH:41]=[CH:42][CH:43]=2)[CH:25]=[CH:24][C:23]([NH:26][C:27]2[CH:32]=[N:31][CH:30]=[C:29]3[S:33][C:34]([C:36]4[NH:37][N:7]=[N:6][CH:5]=4)=[CH:35][C:28]=23)=[CH:22][CH:21]=1. The catalyst class is: 1. (6) Reactant: [CH3:1][O:2][CH2:3][CH2:4][CH2:5][CH2:6][N:7]1[C:15]2[C:10](=[CH:11][CH:12]=[CH:13][CH:14]=2)[CH:9]=[C:8]1[C:16]([OH:18])=O.[CH3:19][CH:20]([CH3:40])[CH2:21][NH:22][C@@H:23]1[CH2:28][N:27]([C:29]([O:31][C:32]([CH3:35])([CH3:34])[CH3:33])=[O:30])[CH2:26][C@H:25]([C:36]([O:38][CH3:39])=[O:37])[CH2:24]1.C(N(C(C)C)CC)(C)C.F[P-](F)(F)(F)(F)F.ClC(N(C)C)=[N+](C)C. Product: [CH3:1][O:2][CH2:3][CH2:4][CH2:5][CH2:6][N:7]1[C:15]2[C:10](=[CH:11][CH:12]=[CH:13][CH:14]=2)[CH:9]=[C:8]1[C:16]([N:22]([CH2:21][CH:20]([CH3:40])[CH3:19])[C@@H:23]1[CH2:28][N:27]([C:29]([O:31][C:32]([CH3:35])([CH3:34])[CH3:33])=[O:30])[CH2:26][C@H:25]([C:36]([O:38][CH3:39])=[O:37])[CH2:24]1)=[O:18]. The catalyst class is: 2. (7) Reactant: [CH3:1][C:2]1([CH3:9])[NH:7][CH2:6][CH2:5][NH:4][C:3]1=[O:8].[CH3:10][C:11]([O:14][C:15](O[C:15]([O:14][C:11]([CH3:13])([CH3:12])[CH3:10])=[O:16])=[O:16])([CH3:13])[CH3:12]. Product: [CH3:1][C:2]1([CH3:9])[C:3](=[O:8])[NH:4][CH2:5][CH2:6][N:7]1[C:15]([O:14][C:11]([CH3:13])([CH3:12])[CH3:10])=[O:16]. The catalyst class is: 1. (8) Reactant: [OH:1][C:2]1[CH:7]=[CH:6][CH:5]=[CH:4][C:3]=1[C:8]1[C:9]([O:16][CH3:17])=[CH:10][C:11](=[O:15])[N:12]([CH3:14])[N:13]=1.[CH:18]1(O)[CH2:23][CH2:22][CH2:21][CH2:20][CH2:19]1.C1(P(C2C=CC=CC=2)C2C=CC=CC=2)C=CC=CC=1.N(C(OC(C)C)=O)=NC(OC(C)C)=O. Product: [CH:18]1([O:1][C:2]2[CH:7]=[CH:6][CH:5]=[CH:4][C:3]=2[C:8]2[C:9]([O:16][CH3:17])=[CH:10][C:11](=[O:15])[N:12]([CH3:14])[N:13]=2)[CH2:23][CH2:22][CH2:21][CH2:20][CH2:19]1. The catalyst class is: 7.